From a dataset of Peptide-MHC class I binding affinity with 185,985 pairs from IEDB/IMGT. Regression. Given a peptide amino acid sequence and an MHC pseudo amino acid sequence, predict their binding affinity value. This is MHC class I binding data. (1) The MHC is HLA-A26:02 with pseudo-sequence HLA-A26:02. The binding affinity (normalized) is 0.0847. The peptide sequence is EEIRRIWRQ. (2) The peptide sequence is DVFRPLFDFV. The MHC is HLA-A02:03 with pseudo-sequence HLA-A02:03. The binding affinity (normalized) is 0.274. (3) The peptide sequence is SQFNHWFGE. The MHC is HLA-B57:01 with pseudo-sequence HLA-B57:01. The binding affinity (normalized) is 0.0847. (4) The peptide sequence is ATVAYFNMVY. The MHC is HLA-A30:02 with pseudo-sequence HLA-A30:02. The binding affinity (normalized) is 0.344. (5) The peptide sequence is TSPLTTGQTLL. The MHC is Mamu-A01 with pseudo-sequence Mamu-A01. The binding affinity (normalized) is 0.906. (6) The peptide sequence is HENARLRAL. The MHC is HLA-B40:01 with pseudo-sequence HLA-B40:01. The binding affinity (normalized) is 0.851.